This data is from Full USPTO retrosynthesis dataset with 1.9M reactions from patents (1976-2016). The task is: Predict the reactants needed to synthesize the given product. (1) Given the product [OH:1][CH:2]([CH2:7][N:8]1[CH:12]=[C:11]([I:13])[CH:10]=[N:9]1)[C:3]([NH2:14])=[O:4], predict the reactants needed to synthesize it. The reactants are: [OH:1][CH:2]([CH2:7][N:8]1[CH:12]=[C:11]([I:13])[CH:10]=[N:9]1)[C:3](OC)=[O:4].[NH3:14]. (2) Given the product [CH3:29][N:15]1[C:16]([C:19]2[C:20]([C:25]([F:27])([F:28])[F:26])=[N:21][CH:22]=[CH:23][CH:24]=2)=[N:17][N:18]=[C:14]1[C:5]1[CH:4]=[C:3]([OH:2])[C:8]([OH:9])=[C:7]([N+:11]([O-:13])=[O:12])[CH:6]=1, predict the reactants needed to synthesize it. The reactants are: C[O:2][C:3]1[CH:4]=[C:5]([C:14]2[N:15]([CH3:29])[C:16]([C:19]3[C:20]([C:25]([F:28])([F:27])[F:26])=[N:21][CH:22]=[CH:23][CH:24]=3)=[N:17][N:18]=2)[CH:6]=[C:7]([N+:11]([O-:13])=[O:12])[C:8]=1[O:9]C.B(Br)(Br)Br. (3) Given the product [OH:27][CH2:26][C:25]#[C:24][CH2:23][O:1][C:2]1[CH:7]=[CH:6][C:5]([S:8]([N:11]2[CH2:16][CH2:15][S:14][C:13]([CH3:17])([CH3:18])[C@@H:12]2[C:19]([O:21][CH3:22])=[O:20])(=[O:10])=[O:9])=[CH:4][CH:3]=1, predict the reactants needed to synthesize it. The reactants are: [OH:1][C:2]1[CH:7]=[CH:6][C:5]([S:8]([N:11]2[CH2:16][CH2:15][S:14][C:13]([CH3:18])([CH3:17])[C@@H:12]2[C:19]([O:21][CH3:22])=[O:20])(=[O:10])=[O:9])=[CH:4][CH:3]=1.[CH2:23](O)[C:24]#[C:25][CH2:26][OH:27]. (4) Given the product [Cl:1][C:2]1[CH:7]=[CH:6][C:5]([N:8]2[CH:12]=[C:11]([C:13]([O:15][CH2:16][CH3:17])=[O:14])[N:10]=[N:9]2)=[C:4]([C:18]2[CH:23]=[C:22]([OH:24])[N:21]=[CH:20][N:19]=2)[CH:3]=1, predict the reactants needed to synthesize it. The reactants are: [Cl:1][C:2]1[CH:7]=[CH:6][C:5]([N:8]2[CH:12]=[C:11]([C:13]([O:15][CH2:16][CH3:17])=[O:14])[N:10]=[N:9]2)=[C:4]([C:18]2[CH:23]=[C:22]([O:24]C)[N:21]=[CH:20][N:19]=2)[CH:3]=1.[Si](I)(C)(C)C.S([O-])([O-])(=O)=S.[Na+].[Na+].C([O-])(O)=O.[Na+]. (5) Given the product [C:42]([NH:41][C:31]1[N:32]=[C:33]([N:35]2[CH2:40][CH2:39][CH2:38][CH2:37][CH2:36]2)[S:34][C:30]=1[NH:29][C:13]([C:15]1[CH:16]=[CH:17][C:18]2[CH:19]=[C:20]3[C:27](=[O:28])[NH:26][CH2:25][CH2:24][N:21]3[C:22]=2[CH:23]=1)=[O:14])(=[O:45])[CH:43]=[CH2:44], predict the reactants needed to synthesize it. The reactants are: C(NC1C=C(N[C:13]([C:15]2[CH:16]=[CH:17][C:18]3[CH:19]=[C:20]4[C:27](=[O:28])[NH:26][CH2:25][CH2:24][N:21]4[C:22]=3[CH:23]=2)=[O:14])C=CC=1)(=O)C=C.[NH2:29][C:30]1[S:34][C:33]([N:35]2[CH2:40][CH2:39][CH2:38][CH2:37][CH2:36]2)=[N:32][C:31]=1[NH:41][C:42](=[O:45])[CH:43]=[CH2:44]. (6) Given the product [Cl:1][C:2]1[CH:7]=[CH:6][CH:5]=[CH:4][C:3]=1[N:8]1[CH:12]=[CH:11][N:10]=[C:9]1[C:19]1[N:20]=[C:21]2[C:27]3[CH:28]=[C:29]([C:32]([O:34][CH3:35])=[O:33])[CH:30]=[CH:31][C:26]=3[O:25][CH2:24][CH2:23][N:22]2[CH:36]=1, predict the reactants needed to synthesize it. The reactants are: [Cl:1][C:2]1[CH:7]=[CH:6][CH:5]=[CH:4][C:3]=1[N:8]1[CH:12]=[CH:11][N:10]=[CH:9]1.C([Li])CCC.I[C:19]1[N:20]=[C:21]2[C:27]3[CH:28]=[C:29]([C:32]([O:34][CH3:35])=[O:33])[CH:30]=[CH:31][C:26]=3[O:25][CH2:24][CH2:23][N:22]2[CH:36]=1. (7) The reactants are: [CH:1]1([N:7]2[CH2:12][CH2:11][N:10]([C:13]([CH:15]3[C:23]4[C:18](=[CH:19][CH:20]=[CH:21][CH:22]=4)[N:17]([CH:24]4[CH2:29][CH2:28][CH:27]([NH:30][C:31](=[O:37])[O:32][C:33]([CH3:36])([CH3:35])[CH3:34])[CH2:26][CH2:25]4)[CH2:16]3)=[O:14])[CH2:9][CH2:8]2)[CH2:6][CH2:5][CH2:4][CH2:3][CH2:2]1.C(C1C(=O)C(Cl)=C(Cl)C(=O)C=1C#N)#N. Given the product [CH:1]1([N:7]2[CH2:8][CH2:9][N:10]([C:13]([C:15]3[C:23]4[C:18](=[CH:19][CH:20]=[CH:21][CH:22]=4)[N:17]([CH:24]4[CH2:29][CH2:28][CH:27]([NH:30][C:31](=[O:37])[O:32][C:33]([CH3:35])([CH3:34])[CH3:36])[CH2:26][CH2:25]4)[CH:16]=3)=[O:14])[CH2:11][CH2:12]2)[CH2:2][CH2:3][CH2:4][CH2:5][CH2:6]1, predict the reactants needed to synthesize it.